From a dataset of Reaction yield outcomes from USPTO patents with 853,638 reactions. Predict the reaction yield, written as a fraction of the theoretical maximum amount of product (1.0 means a 100% yield; for example, 0.34 means a 34% yield). (1) The reactants are COC1C=C(OC)C=CC=1C[N:6]([C:30]1[S:34][N:33]=[CH:32][N:31]=1)[S:7]([C:10]1[CH:15]=[C:14]([F:16])[C:13]([O:17][C:18]2[CH:23]=[CH:22][C:21]([C:24]([F:27])([F:26])[F:25])=[CH:20][C:19]=2I)=[CH:12][C:11]=1[F:29])(=[O:9])=[O:8].C(=O)([O-])[O-].[K+].[K+].C(OC[N:51]1[C:55](B2OC(C)(C)C(C)(C)O2)=[CH:54][CH:53]=[N:52]1)C.FC(F)(F)C(O)=O. The catalyst is O1CCOCC1.O.C1C=CC([P]([Pd]([P](C2C=CC=CC=2)(C2C=CC=CC=2)C2C=CC=CC=2)([P](C2C=CC=CC=2)(C2C=CC=CC=2)C2C=CC=CC=2)[P](C2C=CC=CC=2)(C2C=CC=CC=2)C2C=CC=CC=2)(C2C=CC=CC=2)C2C=CC=CC=2)=CC=1. The product is [F:29][C:11]1[CH:12]=[C:13]([O:17][C:18]2[CH:23]=[CH:22][C:21]([C:24]([F:27])([F:26])[F:25])=[CH:20][C:19]=2[C:53]2[NH:52][N:51]=[CH:55][CH:54]=2)[C:14]([F:16])=[CH:15][C:10]=1[S:7]([NH:6][C:30]1[S:34][N:33]=[CH:32][N:31]=1)(=[O:9])=[O:8]. The yield is 0.0900. (2) The reactants are [F:1][C:2]1[C:7]([OH:8])=[CH:6][CH:5]=[C:4]([F:9])[C:3]=1[C:10]([NH2:12])=[O:11].Cl[CH2:14][C:15]1[S:16][C:17]2[CH:23]=[C:22]([O:24][CH3:25])[CH:21]=[CH:20][C:18]=2[N:19]=1. No catalyst specified. The product is [F:1][C:2]1[C:7]([O:8][CH2:14][C:15]2[S:16][C:17]3[CH:23]=[C:22]([O:24][CH3:25])[CH:21]=[CH:20][C:18]=3[N:19]=2)=[CH:6][CH:5]=[C:4]([F:9])[C:3]=1[C:10]([NH2:12])=[O:11]. The yield is 0.190. (3) The reactants are F[C:2]1[C:3]([N+:25]([O-:27])=[O:26])=[C:4]2[C:9](=[C:10]([O:13][CH3:14])[C:11]=1[F:12])[N:8]([C@@H:15]1[CH2:17][C@@H:16]1[F:18])[CH:7]=[C:6]([C:19]([O:21][CH2:22][CH3:23])=[O:20])[C:5]2=[O:24].O.[NH3:29].O.C(Cl)(Cl)Cl. The catalyst is CN(C)C=O. The product is [NH2:29][C:2]1[C:3]([N+:25]([O-:27])=[O:26])=[C:4]2[C:9](=[C:10]([O:13][CH3:14])[C:11]=1[F:12])[N:8]([C@@H:15]1[CH2:17][C@@H:16]1[F:18])[CH:7]=[C:6]([C:19]([O:21][CH2:22][CH3:23])=[O:20])[C:5]2=[O:24]. The yield is 0.640. (4) The reactants are O[CH:2]([CH2:15][C:16]1[CH:21]=[CH:20][CH:19]=[CH:18][CH:17]=1)[CH2:3][N:4]1C(=O)C2C=CC=CC=2C1=O.C([N:24]([CH2:27][CH3:28])[CH2:25][CH3:26])C.CS(Cl)(=O)=O.[N-:34]=[N+:35]=[N-:36].[Na+]. The catalyst is C(Cl)Cl.O. The product is [CH:27]1[C:28]2[C:2](=[CH:15][C:16]([C:21]3[N:34]=[N:35][NH:36][C:20]=3[CH:2]([CH2:15][C:16]3[CH:17]=[CH:18][CH:19]=[CH:20][CH:21]=3)[CH2:3][NH2:4])=[CH:17][CH:18]=2)[CH:26]=[CH:25][N:24]=1. The yield is 0.350. (5) The reactants are C1C=CC(P(C2C=CC=CC=2)C2C=CC=CC=2)=CC=1.[Cl:20][C:21]1[CH:22]=[CH:23][C:24]([OH:27])=[N:25][CH:26]=1.C1C=CC(COC(/N=N/C(OCC2C=CC=CC=2)=O)=O)=CC=1.[CH2:50]([N:57]1[CH2:61][C@H:60]([C:62]2[CH:67]=[CH:66][C:65]([F:68])=[CH:64][CH:63]=2)[C@@H:59]([C@H:69](O)[CH3:70])[CH2:58]1)[C:51]1[CH:56]=[CH:55][CH:54]=[CH:53][CH:52]=1. The catalyst is C1COCC1. The product is [CH2:50]([N:57]1[CH2:61][C@H:60]([C:62]2[CH:63]=[CH:64][C:65]([F:68])=[CH:66][CH:67]=2)[C@@H:59]([C@@H:69]([O:27][C:24]2[CH:23]=[CH:22][C:21]([Cl:20])=[CH:26][N:25]=2)[CH3:70])[CH2:58]1)[C:51]1[CH:52]=[CH:53][CH:54]=[CH:55][CH:56]=1. The yield is 0.730. (6) The reactants are [CH3:1][C:2]([C:4]1[CH:9]=[CH:8][C:7]([Cl:10])=[CH:6][CH:5]=1)=O.II.[CH2:13]([SH:16])[CH2:14][SH:15]. The catalyst is O1CCCC1. The product is [Cl:10][C:7]1[CH:8]=[CH:9][C:4]([C:2]2([CH3:1])[S:16][CH2:13][CH2:14][S:15]2)=[CH:5][CH:6]=1. The yield is 0.480. (7) The reactants are Br[C:2]1[CH:3]=[C:4]([O:10][CH3:11])[C:5]([O:8][CH3:9])=[N:6][CH:7]=1.[C:12]1([CH2:18][SH:19])[CH:17]=[CH:16][CH:15]=[CH:14][CH:13]=1.C(N(C(C)C)C(C)C)C. The catalyst is C1(C)C=CC=CC=1.C1C=CC(/C=C/C(/C=C/C2C=CC=CC=2)=O)=CC=1.C1C=CC(/C=C/C(/C=C/C2C=CC=CC=2)=O)=CC=1.C1C=CC(/C=C/C(/C=C/C2C=CC=CC=2)=O)=CC=1.[Pd].[Pd].C1(P(C2C=CC=CC=2)C2C3OC4C(=CC=CC=4P(C4C=CC=CC=4)C4C=CC=CC=4)C(C)(C)C=3C=CC=2)C=CC=CC=1. The product is [CH2:18]([S:19][C:2]1[CH:3]=[C:4]([O:10][CH3:11])[C:5]([O:8][CH3:9])=[N:6][CH:7]=1)[C:12]1[CH:17]=[CH:16][CH:15]=[CH:14][CH:13]=1. The yield is 0.750.